Dataset: Full USPTO retrosynthesis dataset with 1.9M reactions from patents (1976-2016). Task: Predict the reactants needed to synthesize the given product. (1) Given the product [NH2:1][C@H:4]1[C@@H:8]([F:9])[CH2:7][N:6]([C:10]([O:12][C:13]([CH3:16])([CH3:15])[CH3:14])=[O:11])[CH2:5]1, predict the reactants needed to synthesize it. The reactants are: [N:1]([C@H:4]1[C@@H:8]([F:9])[CH2:7][N:6]([C:10]([O:12][C:13]([CH3:16])([CH3:15])[CH3:14])=[O:11])[CH2:5]1)=[N+]=[N-].C1C=CC(P(C2C=CC=CC=2)C2C=CC=CC=2)=CC=1.O. (2) Given the product [C:19]([O:22][C:23]1[CH:31]=[CH:30][CH:29]=[CH:28][C:24]=1[C:25]([NH:6][C:5]1[CH:7]=[CH:8][C:2]([Cl:1])=[CH:3][C:4]=1[CH3:9])=[O:26])(=[O:21])[CH3:20], predict the reactants needed to synthesize it. The reactants are: [Cl:1][C:2]1[CH:8]=[CH:7][C:5]([NH2:6])=[C:4]([CH3:9])[CH:3]=1.C(N(CC)C(C)C)(C)C.[C:19]([O:22][C:23]1[C:24](=[CH:28][CH:29]=[CH:30][CH:31]=1)[C:25](Cl)=[O:26])(=[O:21])[CH3:20]. (3) Given the product [CH3:1][O:2][CH:3]([O:9][CH3:10])[CH:4]([S:18][CH2:11][C:12]1[CH:17]=[CH:16][CH:15]=[CH:14][CH:13]=1)[CH2:5][N+:6]([O-:8])=[O:7], predict the reactants needed to synthesize it. The reactants are: [CH3:1][O:2][CH:3]([O:9][CH3:10])/[CH:4]=[CH:5]/[N+:6]([O-:8])=[O:7].[CH2:11]([SH:18])[C:12]1[CH:17]=[CH:16][CH:15]=[CH:14][CH:13]=1.N1CCCCC1.O. (4) Given the product [ClH:1].[Cl:24][C:21]1[CH:22]=[C:23]2[C:18](=[C:19]([Cl:25])[CH:20]=1)[CH2:17][N:16]([CH3:26])[CH2:15][C@H:14]2[C:9]1[CH:10]=[CH:11][CH:12]=[CH:13][C:8]=1[N:7]1[CH2:2][CH2:3][NH:4][C:5]1=[O:6], predict the reactants needed to synthesize it. The reactants are: [Cl:1][CH2:2][CH2:3][NH:4][C:5]([NH:7][C:8]1[CH:13]=[CH:12][CH:11]=[CH:10][C:9]=1[C@H:14]1[C:23]2[C:18](=[C:19]([Cl:25])[CH:20]=[C:21]([Cl:24])[CH:22]=2)[CH2:17][N:16]([CH3:26])[CH2:15]1)=[O:6].C(=O)([O-])[O-].[K+].[K+]. (5) Given the product [Cl:1][C:2]1[CH:3]=[C:4]([C:9]2([C:31]([F:32])([F:34])[F:33])[O:13][N:12]=[C:11]([C:14]3[C:23]4[C:18](=[CH:19][CH:20]=[CH:21][CH:22]=4)[C:17]([C:24]4[O:25][C:28](=[O:30])[CH2:27][N:26]=4)=[CH:16][CH:15]=3)[CH2:10]2)[CH:5]=[C:6]([Cl:8])[CH:7]=1, predict the reactants needed to synthesize it. The reactants are: [Cl:1][C:2]1[CH:3]=[C:4]([C:9]2([C:31]([F:34])([F:33])[F:32])[O:13][N:12]=[C:11]([C:14]3[C:23]4[C:18](=[CH:19][CH:20]=[CH:21][CH:22]=4)[C:17]([C:24]([NH:26][CH2:27][C:28]([OH:30])=O)=[O:25])=[CH:16][CH:15]=3)[CH2:10]2)[CH:5]=[C:6]([Cl:8])[CH:7]=1. (6) Given the product [Br:11][C:12]1[CH:17]=[CH:16][C:15]([S:18]([NH:9][CH:6]2[CH2:7][CH2:8][S:3](=[O:10])(=[O:2])[CH2:4][CH2:5]2)(=[O:20])=[O:19])=[CH:14][CH:13]=1, predict the reactants needed to synthesize it. The reactants are: Cl.[O:2]=[S:3]1(=[O:10])[CH2:8][CH2:7][CH:6]([NH2:9])[CH2:5][CH2:4]1.[Br:11][C:12]1[CH:17]=[CH:16][C:15]([S:18](Cl)(=[O:20])=[O:19])=[CH:14][CH:13]=1.